Task: Predict the product of the given reaction.. Dataset: Forward reaction prediction with 1.9M reactions from USPTO patents (1976-2016) (1) The product is: [NH:43]([C:4]([CH2:6][CH2:7][N:8]1[CH2:13][CH2:12][N:11]2[N:14]=[C:15]([C:17]([NH:19][CH2:20][C@H:21]([NH:29][C:30]([O:32][CH2:33][C:34]3[CH:35]=[CH:36][CH:37]=[CH:38][CH:39]=3)=[O:31])[C:22]([O:24][C:25]([CH3:26])([CH3:27])[CH3:28])=[O:23])=[O:18])[CH:16]=[C:10]2[C:9]1=[O:40])=[O:3])[C:42]([NH2:44])=[NH:41]. Given the reactants C([O:3][C:4]([CH2:6][CH2:7][N:8]1[CH2:13][CH2:12][N:11]2[N:14]=[C:15]([C:17]([NH:19][CH2:20][C@H:21]([NH:29][C:30]([O:32][CH2:33][C:34]3[CH:39]=[CH:38][CH:37]=[CH:36][CH:35]=3)=[O:31])[C:22]([O:24][C:25]([CH3:28])([CH3:27])[CH3:26])=[O:23])=[O:18])[CH:16]=[C:10]2[C:9]1=[O:40])=O)C.[NH2:41][C:42]([NH2:44])=[NH:43], predict the reaction product. (2) Given the reactants [O:1]=[CH:2][CH:3]=[CH:4][C:5]([O:7][CH3:8])=[O:6].[CH3:9][N:10]1[C:18]2[C:13](=[CH:14][CH:15]=[CH:16][CH:17]=2)[CH:12]=[CH:11]1.C(O)(C(F)(F)F)=O.C([C@@H]1N[C@H](C(C)(C)C)N(C)C1=O)C1C=CC=CC=1, predict the reaction product. The product is: [CH3:8][O:7][C:5](=[O:6])[C@@H:4]([C:12]1[C:13]2[C:18](=[CH:17][CH:16]=[CH:15][CH:14]=2)[N:10]([CH3:9])[CH:11]=1)[CH2:3][CH:2]=[O:1]. (3) Given the reactants [CH3:1][C:2]1[CH:7]=[N:6][C:5]([C:8]([OH:10])=[O:9])=[CH:4][N:3]=1.ClC(Cl)(Cl)C(=N)O[C:15]([CH3:18])([CH3:17])[CH3:16].[Na+].[Cl-].CCOC(C)=O, predict the reaction product. The product is: [CH3:1][C:2]1[N:3]=[CH:4][C:5]([C:8]([O:10][C:15]([CH3:18])([CH3:17])[CH3:16])=[O:9])=[N:6][CH:7]=1. (4) Given the reactants [CH2:1]([O:3][C:4]([C:6]1[C:7](O)=[C:8]2[C:15]3[CH2:16][CH2:17][CH2:18][CH2:19][C:14]=3[S:13][C:9]2=[N:10][C:11]=1[CH3:12])=[O:5])[CH3:2].P(Cl)(Cl)([Cl:23])=O, predict the reaction product. The product is: [CH2:1]([O:3][C:4]([C:6]1[C:7]([Cl:23])=[C:8]2[C:15]3[CH2:16][CH2:17][CH2:18][CH2:19][C:14]=3[S:13][C:9]2=[N:10][C:11]=1[CH3:12])=[O:5])[CH3:2]. (5) Given the reactants [CH3:1][O:2][C:3]([C:5]1[S:14][C:8]2=[N+:9]([O-:13])[CH:10]=[CH:11][CH:12]=[C:7]2[CH:6]=1)=[O:4].[N+:15]([O-])([OH:17])=[O:16], predict the reaction product. The product is: [CH3:1][O:2][C:3]([C:5]1[S:14][C:8]2=[N+:9]([O-:13])[CH:10]=[C:11]([N+:15]([O-:17])=[O:16])[CH:12]=[C:7]2[CH:6]=1)=[O:4]. (6) Given the reactants ClC1C=C(Cl)C=CC=1C1N=C(CC)C(N[C@@H]2C3C(=CC=CC=3)C[C@@H]2O)=NC=1CC.Br[C:31]1[N:32]=[C:33]([CH3:48])[C:34]([NH:38][CH:39]2[C:47]3[C:42](=[CH:43][CH:44]=[CH:45][CH:46]=3)[CH2:41][CH2:40]2)=[N:35][C:36]=1[CH3:37].[CH3:49][C:50]1[CH:55]=[C:54]([O:56][CH3:57])[CH:53]=[CH:52][C:51]=1B(O)O, predict the reaction product. The product is: [CH:39]1([NH:38][C:34]2[C:33]([CH3:48])=[N:32][C:31]([C:51]3[CH:52]=[CH:53][C:54]([O:56][CH3:57])=[CH:55][C:50]=3[CH3:49])=[C:36]([CH3:37])[N:35]=2)[C:47]2[C:42](=[CH:43][CH:44]=[CH:45][CH:46]=2)[CH2:41][CH2:40]1. (7) Given the reactants [CH2:1]([O:8][C:9]1[CH:10]=[CH:11][C:12]2[C:13]3[S:22][C:21]([CH2:23][CH3:24])=[N:20][C:14]=3[CH:15]=[N+:16]([O-])[C:17]=2[CH:18]=1)[C:2]1[CH:7]=[CH:6][CH:5]=[CH:4][CH:3]=1.ClC(Cl)(Cl)C([N:29]=C=O)=O, predict the reaction product. The product is: [CH2:1]([O:8][C:9]1[CH:10]=[CH:11][C:12]2[C:13]3[S:22][C:21]([CH2:23][CH3:24])=[N:20][C:14]=3[C:15]([NH2:29])=[N:16][C:17]=2[CH:18]=1)[C:2]1[CH:7]=[CH:6][CH:5]=[CH:4][CH:3]=1. (8) The product is: [F:7][C:8]1[C:21]2[O:20][C:19]3[C:14](=[CH:15][C:16]([C:22]4[C:23]([F:28])=[N:24][CH:25]=[CH:26][CH:27]=4)=[CH:17][CH:18]=3)[C@@:13]3([CH2:32][O:31][C:30]([NH2:33])=[N:29]3)[C:12]=2[CH:11]=[C:10]([C:44]2[N:45]=[N:46][C:47]([CH3:50])=[CH:48][CH:49]=2)[CH:9]=1. Given the reactants C(=O)([O-])[O-].[Na+].[Na+].[F:7][C:8]1[C:21]2[O:20][C:19]3[C:14](=[CH:15][C:16]([C:22]4[C:23]([F:28])=[N:24][CH:25]=[CH:26][CH:27]=4)=[CH:17][CH:18]=3)[C@@:13]3([CH2:32][O:31][C:30]([NH2:33])=[N:29]3)[C:12]=2[CH:11]=[C:10](B2OC(C)(C)C(C)(C)O2)[CH:9]=1.Br[C:44]1[N:45]=[N:46][C:47]([CH3:50])=[CH:48][CH:49]=1, predict the reaction product. (9) Given the reactants Cl.[NH2:2][C:3]1[C:8]([C:9]#[N:10])=[C:7]([C:11]2[CH:16]=[CH:15][C:14]([O:17][CH2:18][CH:19]([O:21][Si](C(C)(C)C)(C)C)[CH3:20])=[CH:13][CH:12]=2)[C:6]([C:29]#[N:30])=[C:5]([S:31][CH2:32][C:33]2[N:34]=[C:35]([NH:38][C:39]3[CH:44]=[CH:43][C:42]([F:45])=[CH:41][CH:40]=3)[S:36][CH:37]=2)[N:4]=1.C(=O)(O)[O-].[Na+], predict the reaction product. The product is: [NH2:2][C:3]1[C:8]([C:9]#[N:10])=[C:7]([C:11]2[CH:12]=[CH:13][C:14]([O:17][CH2:18][CH:19]([OH:21])[CH3:20])=[CH:15][CH:16]=2)[C:6]([C:29]#[N:30])=[C:5]([S:31][CH2:32][C:33]2[N:34]=[C:35]([NH:38][C:39]3[CH:44]=[CH:43][C:42]([F:45])=[CH:41][CH:40]=3)[S:36][CH:37]=2)[N:4]=1. (10) The product is: [F:52][C:53]([F:58])([F:57])[C:54]([O-:56])=[O:55].[C:8]([NH:17][NH:18][C:19]([C:20]1[CH:21]=[CH:22][CH:23]=[CH:24][C:25]=1[C:26]1[C:27]2[C:32]([O:33][C:34]3[C:39]=1[CH:38]=[CH:37][C:36](=[N+:40]([CH2:43][CH3:44])[CH2:41][CH3:42])[CH:35]=3)=[CH:31][C:30]([N:45]([CH2:48][CH3:49])[CH2:46][CH3:47])=[CH:29][CH:28]=2)=[O:50])(=[NH:7])[NH2:9]. Given the reactants C(OC(=O)/[N:7]=[C:8](/[NH:17][N:18]1[C:26]2([C:39]3[CH:38]=[CH:37][C:36]([N:40]([CH2:43][CH3:44])[CH2:41][CH3:42])=[CH:35][C:34]=3[O:33][C:32]3[C:27]2=[CH:28][CH:29]=[C:30]([N:45]([CH2:48][CH3:49])[CH2:46][CH3:47])[CH:31]=3)[C:25]2[C:20](=[CH:21][CH:22]=[CH:23][CH:24]=2)[C:19]1=[O:50])\[NH:9]C(OC(C)(C)C)=O)(C)(C)C.[F:52][C:53]([F:58])([F:57])[C:54]([OH:56])=[O:55], predict the reaction product.